Dataset: NCI-60 drug combinations with 297,098 pairs across 59 cell lines. Task: Regression. Given two drug SMILES strings and cell line genomic features, predict the synergy score measuring deviation from expected non-interaction effect. (1) Drug 1: C1=NC2=C(N=C(N=C2N1C3C(C(C(O3)CO)O)O)F)N. Drug 2: C1CC(C1)(C(=O)O)C(=O)O.[NH2-].[NH2-].[Pt+2]. Cell line: UACC62. Synergy scores: CSS=18.9, Synergy_ZIP=-5.14, Synergy_Bliss=-0.626, Synergy_Loewe=0.687, Synergy_HSA=1.52. (2) Drug 1: CC1C(C(=O)NC(C(=O)N2CCCC2C(=O)N(CC(=O)N(C(C(=O)O1)C(C)C)C)C)C(C)C)NC(=O)C3=C4C(=C(C=C3)C)OC5=C(C(=O)C(=C(C5=N4)C(=O)NC6C(OC(=O)C(N(C(=O)CN(C(=O)C7CCCN7C(=O)C(NC6=O)C(C)C)C)C)C(C)C)C)N)C. Drug 2: CC1=C(C(=O)C2=C(C1=O)N3CC4C(C3(C2COC(=O)N)OC)N4)N. Cell line: T-47D. Synergy scores: CSS=16.3, Synergy_ZIP=-9.91, Synergy_Bliss=-8.82, Synergy_Loewe=-6.65, Synergy_HSA=-4.71. (3) Drug 1: CC=C1C(=O)NC(C(=O)OC2CC(=O)NC(C(=O)NC(CSSCCC=C2)C(=O)N1)C(C)C)C(C)C. Drug 2: C1=NC(=NC(=O)N1C2C(C(C(O2)CO)O)O)N. Cell line: SW-620. Synergy scores: CSS=75.3, Synergy_ZIP=-2.53, Synergy_Bliss=0.517, Synergy_Loewe=0.193, Synergy_HSA=4.41. (4) Drug 1: C1C(C(OC1N2C=NC3=C2NC=NCC3O)CO)O. Drug 2: CC1CCCC2(C(O2)CC(NC(=O)CC(C(C(=O)C(C1O)C)(C)C)O)C(=CC3=CSC(=N3)C)C)C. Cell line: HCT116. Synergy scores: CSS=61.3, Synergy_ZIP=2.25, Synergy_Bliss=0.585, Synergy_Loewe=0.323, Synergy_HSA=2.25.